Dataset: Full USPTO retrosynthesis dataset with 1.9M reactions from patents (1976-2016). Task: Predict the reactants needed to synthesize the given product. Given the product [C:14]1(=[O:16])[C:9]2=[CH:8][C:6]3[NH:7][C:2](=[O:1])[CH2:3][O:4][C:5]=3[CH:11]=[C:10]2[CH2:12][CH2:13]1, predict the reactants needed to synthesize it. The reactants are: [O:1]=[C:2]1[NH:7][C:6]2[CH:8]=[CH:9][C:10]([CH2:12][CH2:13][C:14]([OH:16])=O)=[CH:11][C:5]=2[O:4][CH2:3]1.[Al+3].[Cl-].[Cl-].[Cl-].[Li+].[Cl-].Cl.